Dataset: Full USPTO retrosynthesis dataset with 1.9M reactions from patents (1976-2016). Task: Predict the reactants needed to synthesize the given product. The reactants are: C1(O[C:8](=[O:26])[NH:9][C:10]2[CH:15]=[C:14]([C:16]([CH3:19])([CH3:18])[CH3:17])[CH:13]=[C:12]([C:20](=[O:23])[NH:21][CH3:22])[C:11]=2[O:24][CH3:25])C=CC=CC=1.[NH2:27][C:28]1[C:37]2[C:32](=[CH:33][CH:34]=[CH:35][CH:36]=2)[C:31]([O:38][C:39]2[CH:44]=[CH:43][N:42]=[C:41]([NH:45][C:46]3[CH:47]=[C:48]([CH:61]=[C:62]([C:64]#[CH:65])[CH:63]=3)[C:49]([NH:51][C@@H:52]([CH3:60])[CH2:53][N:54]3[CH2:59][CH2:58][O:57][CH2:56][CH2:55]3)=[O:50])[N:40]=2)=[CH:30][CH:29]=1.C(N(CC)CC)C. Given the product [C:16]([C:14]1[CH:15]=[C:10]([NH:9][C:8]([NH:27][C:28]2[C:37]3[C:32](=[CH:33][CH:34]=[CH:35][CH:36]=3)[C:31]([O:38][C:39]3[CH:44]=[CH:43][N:42]=[C:41]([NH:45][C:46]4[CH:47]=[C:48]([C:49](=[O:50])[NH:51][C@@H:52]([CH3:60])[CH2:53][N:54]5[CH2:59][CH2:58][O:57][CH2:56][CH2:55]5)[CH:61]=[C:62]([C:64]#[CH:65])[CH:63]=4)[N:40]=3)=[CH:30][CH:29]=2)=[O:26])[C:11]([O:24][CH3:25])=[C:12]([CH:13]=1)[C:20]([NH:21][CH3:22])=[O:23])([CH3:17])([CH3:18])[CH3:19], predict the reactants needed to synthesize it.